Dataset: Peptide-MHC class I binding affinity with 185,985 pairs from IEDB/IMGT. Task: Regression. Given a peptide amino acid sequence and an MHC pseudo amino acid sequence, predict their binding affinity value. This is MHC class I binding data. (1) The peptide sequence is AYSSWMYSY. The MHC is HLA-B46:01 with pseudo-sequence HLA-B46:01. The binding affinity (normalized) is 0.0847. (2) The peptide sequence is LNPWRGTA. The binding affinity (normalized) is 0. The MHC is Mamu-A01 with pseudo-sequence Mamu-A01. (3) The peptide sequence is FRFGDPMPF. The MHC is HLA-B15:09 with pseudo-sequence HLA-B15:09. The binding affinity (normalized) is 0.230. (4) The peptide sequence is SSYRMGINK. The MHC is HLA-A02:12 with pseudo-sequence HLA-A02:12. The binding affinity (normalized) is 0.0847. (5) The peptide sequence is YIDISDVKV. The MHC is HLA-A02:06 with pseudo-sequence HLA-A02:06. The binding affinity (normalized) is 0.372. (6) The peptide sequence is NTQGYFPDWQ. The MHC is HLA-B08:01 with pseudo-sequence HLA-B08:01. The binding affinity (normalized) is 0.